This data is from Catalyst prediction with 721,799 reactions and 888 catalyst types from USPTO. The task is: Predict which catalyst facilitates the given reaction. (1) Reactant: C(NC1C=CC(S([N:14]=[N+:15]=[N-])(=O)=O)=CC=1)(=O)C.[CH2:17]([O:24][CH2:25][C:26](=[O:33])[CH2:27][C:28]([O:30][CH2:31][CH3:32])=[O:29])[C:18]1[CH:23]=[CH:22][CH:21]=[CH:20][CH:19]=1.C(N(CC)CC)C. Product: [CH2:17]([O:24][CH2:25][C:26](=[O:33])[C:27](=[N+:14]=[N-:15])[C:28]([O:30][CH2:31][CH3:32])=[O:29])[C:18]1[CH:23]=[CH:22][CH:21]=[CH:20][CH:19]=1. The catalyst class is: 10. (2) Reactant: Cl[CH2:2][CH2:3][CH2:4][S:5]([NH:8][C:9]1[CH:18]=[C:17]2[C:12]([CH2:13][N:14]([CH2:28][C:29]3[CH:34]=[CH:33][C:32]([O:35][CH3:36])=[CH:31][CH:30]=3)[C:15](=[O:27])[N:16]2[C:19]2[C:24]([Cl:25])=[CH:23][CH:22]=[CH:21][C:20]=2[Cl:26])=[C:11]([C:37]2[CH:42]=[CH:41][CH:40]=[CH:39][C:38]=2[Cl:43])[CH:10]=1)(=[O:7])=[O:6].[NH:44]1[CH2:49][CH2:48][O:47][CH2:46][CH2:45]1. Product: [Cl:43][C:38]1[CH:39]=[CH:40][CH:41]=[CH:42][C:37]=1[C:11]1[CH:10]=[C:9]([NH:8][S:5]([CH2:4][CH2:3][CH2:2][N:44]2[CH2:49][CH2:48][O:47][CH2:46][CH2:45]2)(=[O:6])=[O:7])[CH:18]=[C:17]2[C:12]=1[CH2:13][N:14]([CH2:28][C:29]1[CH:34]=[CH:33][C:32]([O:35][CH3:36])=[CH:31][CH:30]=1)[C:15](=[O:27])[N:16]2[C:19]1[C:24]([Cl:25])=[CH:23][CH:22]=[CH:21][C:20]=1[Cl:26]. The catalyst class is: 13. (3) Reactant: [OH:1][CH2:2][CH:3]1[O:8][C:7]2[C:9]3[C:14]([C:15](=[O:18])[C:16](=[O:17])[C:6]=2[S:5][CH2:4]1)=[CH:13][CH:12]=[CH:11][CH:10]=3.C(N(CC)CC)C.[CH3:26][S:27](Cl)(=[O:29])=[O:28]. Product: [CH3:26][S:27]([O:1][CH2:2][CH:3]1[O:8][C:7]2[C:9]3[C:14]([C:15](=[O:18])[C:16](=[O:17])[C:6]=2[S:5][CH2:4]1)=[CH:13][CH:12]=[CH:11][CH:10]=3)(=[O:29])=[O:28]. The catalyst class is: 4.